This data is from Peptide-MHC class I binding affinity with 185,985 pairs from IEDB/IMGT. The task is: Regression. Given a peptide amino acid sequence and an MHC pseudo amino acid sequence, predict their binding affinity value. This is MHC class I binding data. (1) The peptide sequence is FSRVYGEV. The MHC is H-2-Kb with pseudo-sequence H-2-Kb. The binding affinity (normalized) is 0.704. (2) The peptide sequence is EEDLPVTWR. The MHC is HLA-B07:02 with pseudo-sequence HLA-B07:02. The binding affinity (normalized) is 0.0847. (3) The binding affinity (normalized) is 0.505. The MHC is HLA-A02:02 with pseudo-sequence HLA-A02:02. The peptide sequence is EMVEYLENQL. (4) The peptide sequence is FGAAVSLLF. The MHC is HLA-B15:01 with pseudo-sequence HLA-B15:01. The binding affinity (normalized) is 0.632. (5) The peptide sequence is NTATTVLLDE. The MHC is HLA-A26:01 with pseudo-sequence HLA-A26:01. The binding affinity (normalized) is 0.0230. (6) The peptide sequence is YCNYTRFWY. The MHC is HLA-A24:02 with pseudo-sequence HLA-A24:02. The binding affinity (normalized) is 0. (7) The peptide sequence is RTELTYLQY. The MHC is Mamu-B52 with pseudo-sequence Mamu-B52. The binding affinity (normalized) is 0.318. (8) The peptide sequence is MLGEETIKV. The MHC is HLA-B46:01 with pseudo-sequence HLA-B46:01. The binding affinity (normalized) is 0.0847. (9) The peptide sequence is ELANEVKVL. The MHC is HLA-A02:06 with pseudo-sequence HLA-A02:06. The binding affinity (normalized) is 0.0248.